Dataset: Forward reaction prediction with 1.9M reactions from USPTO patents (1976-2016). Task: Predict the product of the given reaction. (1) Given the reactants Br[C:2]1[C:3]([N:20]([CH3:25])[S:21]([CH3:24])(=[O:23])=[O:22])=[CH:4][C:5]2[O:9][C:8]([C:10]3[CH2:14][CH2:13][CH2:12][CH:11]=3)=[C:7]([C:15]([NH:17][CH3:18])=[O:16])[C:6]=2[CH:19]=1.[B:26]1([B:26]2[O:30][C:29]([CH3:32])([CH3:31])[C:28]([CH3:34])([CH3:33])[O:27]2)[O:30][C:29]([CH3:32])([CH3:31])[C:28]([CH3:34])([CH3:33])[O:27]1.CC(O[K])=O, predict the reaction product. The product is: [C:10]1([C:8]2[O:9][C:5]3[CH:4]=[C:3]([N:20]([CH3:25])[S:21]([CH3:24])(=[O:23])=[O:22])[C:2]([B:26]4[O:30][C:29]([CH3:32])([CH3:31])[C:28]([CH3:34])([CH3:33])[O:27]4)=[CH:19][C:6]=3[C:7]=2[C:15]([NH:17][CH3:18])=[O:16])[CH2:14][CH2:13][CH2:12][CH:11]=1. (2) Given the reactants [N+:1]([C:4]1[CH:5]=[CH:6][C:7]2[O:12][C@:11]([CH3:18])([CH:13]([O:16][CH3:17])[O:14][CH3:15])[C@@H:10]3[O:19][C@@H:9]3[C:8]=2[CH:20]=1)([O-:3])=[O:2].[CH3:21][C:22]1[C:27]([CH3:28])=[CH:26][CH:25]=[CH:24][C:23]=1[NH:29][CH2:30][C:31]1[N:32]=[N:33][N:34]([CH3:36])[N:35]=1, predict the reaction product. The product is: [N+:1]([C:4]1[CH:5]=[CH:6][C:7]2[O:12][C@:11]([CH3:18])([CH:13]([O:16][CH3:17])[O:14][CH3:15])[C@H:10]([OH:19])[C@@H:9]([N:29]([C:23]3[CH:24]=[CH:25][CH:26]=[C:27]([CH3:28])[C:22]=3[CH3:21])[CH2:30][C:31]3[N:32]=[N:33][N:34]([CH3:36])[N:35]=3)[C:8]=2[CH:20]=1)([O-:3])=[O:2].